Dataset: Catalyst prediction with 721,799 reactions and 888 catalyst types from USPTO. Task: Predict which catalyst facilitates the given reaction. (1) Reactant: [CH2:1]([O:8][CH2:9][CH2:10][CH2:11][C:12]([OH:14])=O)[C:2]1[CH:7]=[CH:6][CH:5]=[CH:4][CH:3]=1.C1CCC(N=C=NC2CCCCC2)CC1.[C:30]([O:33][C@H:34]([C:37]#[C:38][C:39]#[C:40][C@H:41]([NH2:51])[CH2:42][CH2:43][CH2:44][CH2:45][CH2:46][CH2:47][CH2:48][CH2:49][CH3:50])[CH:35]=[CH2:36])(=[O:32])[CH3:31]. Product: [C:30]([O:33][C@H:34]([C:37]#[C:38][C:39]#[C:40][C@H:41]([NH:51][C:12](=[O:14])[CH2:11][CH2:10][CH2:9][O:8][CH2:1][C:2]1[CH:3]=[CH:4][CH:5]=[CH:6][CH:7]=1)[CH2:42][CH2:43][CH2:44][CH2:45][CH2:46][CH2:47][CH2:48][CH2:49][CH3:50])[CH:35]=[CH2:36])(=[O:32])[CH3:31]. The catalyst class is: 64. (2) Reactant: [CH3:1][O:2][C:3]1[CH:4]=[C:5]([N:11]2[CH:16]=[C:15]([C:17]#[N:18])[C:14](=[O:19])[NH:13][C:12]2=[O:20])[CH:6]=[CH:7][C:8]=1[O:9][CH3:10].Br[CH2:22][C:23]1[CH:28]=[CH:27][CH:26]=[C:25]([C:29]([F:32])([F:31])[F:30])[C:24]=1[CH3:33].C(=O)([O-])[O-].[K+].[K+].[I-].[K+]. Product: [CH3:1][O:2][C:3]1[CH:4]=[C:5]([N:11]2[CH:16]=[C:15]([C:17]#[N:18])[C:14](=[O:19])[N:13]([CH2:22][C:23]3[CH:28]=[CH:27][CH:26]=[C:25]([C:29]([F:30])([F:31])[F:32])[C:24]=3[CH3:33])[C:12]2=[O:20])[CH:6]=[CH:7][C:8]=1[O:9][CH3:10]. The catalyst class is: 115. (3) Reactant: [Cl:1][C:2]1[C:10]2[N:9]=[C:8]([NH:11][C:12]3[C:13]([CH3:21])=[CH:14][C:15]([N:18]([CH3:20])[CH3:19])=[N:16][CH:17]=3)[N:7]([CH2:22][CH:23]=[CH2:24])[C:6]=2[C:5]([CH:25]([CH2:28][CH3:29])[CH2:26][CH3:27])=[CH:4][CH:3]=1.C(N(CC)CC)C.[C:37](O[C:37]([O:38][C:39]([CH3:42])([CH3:41])[CH3:40])=[O:43])(=[O:43])[O:38][C:39]([CH3:42])([CH3:41])[CH3:40]. Product: [Cl:1][C:2]1[C:10]2[N:9]=[C:8]([N:11]([C:12]3[CH:17]=[N:16][C:15]([N:18]([CH3:19])[CH3:20])=[CH:14][C:13]=3[CH3:21])[C:37](=[O:43])[O:38][C:39]([CH3:42])([CH3:41])[CH3:40])[N:7]([CH2:22][CH:23]=[CH2:24])[C:6]=2[C:5]([CH:25]([CH2:26][CH3:27])[CH2:28][CH3:29])=[CH:4][CH:3]=1. The catalyst class is: 453.